Dataset: Catalyst prediction with 721,799 reactions and 888 catalyst types from USPTO. Task: Predict which catalyst facilitates the given reaction. (1) Reactant: C(O[K])(C)(C)C.[Br:7][C:8]([F:15])([F:14])[C:9]([O:11][CH2:12][CH3:13])=[O:10].C(O)[C:17]1[CH:22]=[CH:21]C=[CH:19][CH:18]=1. Product: [Br:7][C:8]([F:15])([F:14])[C:9]([O:11][CH2:12][C:13]1[CH:21]=[CH:22][CH:17]=[CH:18][CH:19]=1)=[O:10]. The catalyst class is: 81. (2) Reactant: [Br:1][C:2]1[CH:3]=[C:4]2[C:11]3([N:15]=[C:14]([CH3:16])[C:13](=S)[NH:12]3)[CH2:10][CH:9]([CH:18]3[CH2:23][CH2:22][O:21][C:20]([CH3:25])([CH3:24])[CH2:19]3)[O:8][C:5]2=[CH:6][CH:7]=1.[NH3:26].CO. Product: [Br:1][C:2]1[CH:3]=[C:4]2[C:11]3([N:12]=[C:13]([NH2:26])[C:14]([CH3:16])=[N:15]3)[CH2:10][CH:9]([CH:18]3[CH2:23][CH2:22][O:21][C:20]([CH3:25])([CH3:24])[CH2:19]3)[O:8][C:5]2=[CH:6][CH:7]=1. The catalyst class is: 3. (3) Reactant: [Br:1][C:2]1[CH:6]=[N:5][N:4]([CH3:7])[C:3]=1[C:8]1[CH:9]=[C:10]([NH2:16])[CH:11]=[CH:12][C:13]=1[O:14][CH3:15].[F:17][C:18]1[CH:23]=[CH:22][CH:21]=[CH:20][C:19]=1[N:24]=[C:25]=[O:26]. Product: [Br:1][C:2]1[CH:6]=[N:5][N:4]([CH3:7])[C:3]=1[C:8]1[CH:9]=[C:10]([NH:16][C:25]([NH:24][C:19]2[CH:20]=[CH:21][CH:22]=[CH:23][C:18]=2[F:17])=[O:26])[CH:11]=[CH:12][C:13]=1[O:14][CH3:15]. The catalyst class is: 2. (4) Reactant: [Br-:1].[Br-].[Br-].C1([N+](C)(C)C)C=CC=CC=1.C1([N+](C)(C)C)C=CC=CC=1.C1([N+](C)(C)C)C=CC=CC=1.[Cl:34][C:35]1[C:43]2[CH:42]=[C:41]([C:44](=[O:47])[CH2:45][CH3:46])[S:40][C:39]=2[CH:38]=[CH:37][C:36]=1[Cl:48]. Product: [Br:1][CH:45]([CH3:46])[C:44]([C:41]1[S:40][C:39]2[CH:38]=[CH:37][C:36]([Cl:48])=[C:35]([Cl:34])[C:43]=2[CH:42]=1)=[O:47]. The catalyst class is: 7.